From a dataset of Catalyst prediction with 721,799 reactions and 888 catalyst types from USPTO. Predict which catalyst facilitates the given reaction. (1) Reactant: [CH:1]1([C:6]([OH:32])([CH2:17][CH2:18][C:19]2[CH:24]=[C:23]([CH2:25][CH3:26])[C:22]([OH:27])=[CH:21][C:20]=2[O:28][CH2:29][CH2:30][CH3:31])[CH2:7][C:8]2[O:13]C(C)(C)O[C:10](=[O:16])[CH:9]=2)[CH2:5][CH2:4][CH2:3][CH2:2]1.C(=O)([O-])[O-].[K+].[K+]. Product: [CH:1]1([C:6]2([CH2:17][CH2:18][C:19]3[CH:24]=[C:23]([CH2:25][CH3:26])[C:22]([OH:27])=[CH:21][C:20]=3[O:28][CH2:29][CH2:30][CH3:31])[O:32][C:10](=[O:16])[CH2:9][C:8](=[O:13])[CH2:7]2)[CH2:2][CH2:3][CH2:4][CH2:5]1. The catalyst class is: 5. (2) Reactant: [OH:1][C:2]1[CH:7]=[CH:6][C:5]([CH2:8][CH2:9][C:10]([OH:12])=[O:11])=[CH:4][C:3]=1[CH:13]=[N:14][C:15]1[CH:20]=[CH:19][CH:18]=[CH:17][C:16]=1[OH:21].O[N:23]1[C:27](=[O:28])[CH2:26][CH2:25][C:24]1=[O:29]. Product: [OH:1][C:2]1[CH:7]=[CH:6][C:5]([CH2:8][CH2:9][C:10]([O:12][N:23]2[C:27](=[O:28])[CH2:26][CH2:25][C:24]2=[O:29])=[O:11])=[CH:4][C:3]=1[CH:13]=[N:14][C:15]1[CH:20]=[CH:19][CH:18]=[CH:17][C:16]=1[OH:21]. The catalyst class is: 12. (3) Reactant: [OH:1][C@H:2]([CH3:6])[C:3](N)=O.F[B-](F)(F)F.C([O+](CC)CC)C.[CH:19]1([NH:25][C:26]2[C:31]([NH2:32])=[CH:30][N:29]=[C:28]3[CH:33]=[CH:34][S:35][C:27]=23)[CH2:24][CH2:23][CH2:22][CH2:21][CH2:20]1. Product: [CH:19]1([N:25]2[C:26]3=[C:27]4[S:35][CH:34]=[CH:33][C:28]4=[N:29][CH:30]=[C:31]3[N:32]=[C:3]2[C@H:2]([OH:1])[CH3:6])[CH2:20][CH2:21][CH2:22][CH2:23][CH2:24]1. The catalyst class is: 214. (4) Reactant: [H-].[Al+3].[Li+].[H-].[H-].[H-].[Cl-].[Al+3].[Cl-].[Cl-].[CH2:11]([N:18]1[CH2:24][CH2:23][C:22]([C:35]2[CH:40]=[CH:39][C:38]([Cl:41])=[C:37]([Cl:42])[CH:36]=2)([CH2:25][O:26][C:27]2[CH:32]=[CH:31][C:30]([O:33][CH3:34])=[CH:29][CH:28]=2)[O:21][CH2:20][C:19]1=O)[C:12]1[CH:17]=[CH:16][CH:15]=[CH:14][CH:13]=1. Product: [CH2:11]([N:18]1[CH2:24][CH2:23][C:22]([C:35]2[CH:40]=[CH:39][C:38]([Cl:41])=[C:37]([Cl:42])[CH:36]=2)([CH2:25][O:26][C:27]2[CH:32]=[CH:31][C:30]([O:33][CH3:34])=[CH:29][CH:28]=2)[O:21][CH2:20][CH2:19]1)[C:12]1[CH:13]=[CH:14][CH:15]=[CH:16][CH:17]=1. The catalyst class is: 385. (5) Reactant: [C:1](Cl)(=[O:8])[C:2]1[CH:7]=[CH:6][CH:5]=[CH:4][CH:3]=1.[CH3:10][C:11]1[S:12][CH:13]=[CH:14][C:15]=1[CH3:16].[Cl-].[Cl-].[Cl-].[Al+3].O. The catalyst class is: 2. Product: [CH3:10][C:11]1[S:12][C:13]([C:1](=[O:8])[C:2]2[CH:7]=[CH:6][CH:5]=[CH:4][CH:3]=2)=[CH:14][C:15]=1[CH3:16].